From a dataset of Blood-brain barrier penetration binary classification data from Martins et al.. Regression/Classification. Given a drug SMILES string, predict its absorption, distribution, metabolism, or excretion properties. Task type varies by dataset: regression for continuous measurements (e.g., permeability, clearance, half-life) or binary classification for categorical outcomes (e.g., BBB penetration, CYP inhibition). Dataset: bbb_martins. (1) The compound is CC1(C)SC2C(NC(=O)CSc3ccccc3)C(=O)N2C1C(=O)O. The result is 0 (does not penetrate BBB). (2) The compound is C=C(CC)C(=O)c1ccc(OCC(=O)O)c(Cl)c1Cl. The result is 0 (does not penetrate BBB). (3) The drug is O=C(Oc1ccccc1C(=O)O)c1ccccc1O. The result is 1 (penetrates BBB). (4) The result is 0 (does not penetrate BBB). The drug is COc1cccc(OC)c1C(=O)N[C@@H]1C(=O)N2[C@@H](C(=O)O)C(C)(C)S[C@H]12. (5) The compound is CC(Cc1ccccc1)N(C)Cc1ccccc1. The result is 1 (penetrates BBB). (6) The molecule is CN(C)[C@@H](CCOc1cccc2ccccc12)c1ccccc1. The result is 1 (penetrates BBB). (7) The compound is Cc1cccc(C)c1NC(=O)CN1CCCC1=O. The result is 1 (penetrates BBB). (8) The compound is CN1CCN(C2=Nc3ccccc3Oc3ccc(Cl)cc32)CC1. The result is 1 (penetrates BBB). (9) The drug is C[C@]12C[C@H](O)[C@H]3[C@@H](CCC4=CC(=O)C=C[C@@]43C)[C@@H]1CC[C@]2(O)C(=O)CO. The result is 0 (does not penetrate BBB).